This data is from Forward reaction prediction with 1.9M reactions from USPTO patents (1976-2016). The task is: Predict the product of the given reaction. (1) The product is: [N:8]([C:7]1[CH:9]=[CH:10][C:4]([O:3][C:2]([F:11])([F:12])[F:1])=[CH:5][CH:6]=1)=[C:14]=[O:15]. Given the reactants [F:1][C:2]([F:12])([F:11])[O:3][C:4]1[CH:10]=[CH:9][C:7]([NH2:8])=[CH:6][CH:5]=1.Cl[C:14](OC(Cl)(Cl)Cl)=[O:15], predict the reaction product. (2) Given the reactants [CH3:1][C:2]1[CH:3]=[N:4][CH:5]=[C:6]([CH:10]=1)[C:7]([OH:9])=O.[CH:11]1([CH2:14][N:15]2[C:23]3[N:22]=[C:21]([CH2:24][C:25]4[CH:30]=[CH:29][C:28]([NH:31][CH3:32])=[CH:27][CH:26]=4)[NH:20][C:19]=3[C:18](=[O:33])[N:17]([CH2:34][C:35]3[CH:40]=[CH:39][CH:38]=[CH:37][C:36]=3[F:41])[C:16]2=[O:42])[CH2:13][CH2:12]1, predict the reaction product. The product is: [CH:11]1([CH2:14][N:15]2[C:23]3[N:22]=[C:21]([CH2:24][C:25]4[CH:26]=[CH:27][C:28]([N:31]([CH3:32])[C:7](=[O:9])[C:6]5[CH:10]=[C:2]([CH3:1])[CH:3]=[N:4][CH:5]=5)=[CH:29][CH:30]=4)[NH:20][C:19]=3[C:18](=[O:33])[N:17]([CH2:34][C:35]3[CH:40]=[CH:39][CH:38]=[CH:37][C:36]=3[F:41])[C:16]2=[O:42])[CH2:13][CH2:12]1. (3) Given the reactants [Cl:1][C:2]1[CH:7]=[CH:6][C:5]([C:8]2[N:9]=[C:10]([C:24]([O:26][C:27]([CH3:30])([CH3:29])[CH3:28])=[O:25])[C:11]([C:21]([OH:23])=O)=[N:12][C:13]=2[C:14]2[CH:19]=[CH:18][C:17]([Cl:20])=[CH:16][CH:15]=2)=[CH:4][CH:3]=1.[NH2:31][CH2:32][CH:33]([C:35]1[CH:40]=[CH:39][CH:38]=[CH:37][CH:36]=1)[OH:34].C(N(CC)CC)C.C1CN([P+](ON2N=NC3C=CC=CC2=3)(N2CCCC2)N2CCCC2)CC1.F[P-](F)(F)(F)(F)F, predict the reaction product. The product is: [C:27]([O:26][C:24]([C:10]1[C:11]([C:21](=[O:23])[NH:31][CH2:32][CH:33]([OH:34])[C:35]2[CH:40]=[CH:39][CH:38]=[CH:37][CH:36]=2)=[N:12][C:13]([C:14]2[CH:15]=[CH:16][C:17]([Cl:20])=[CH:18][CH:19]=2)=[C:8]([C:5]2[CH:4]=[CH:3][C:2]([Cl:1])=[CH:7][CH:6]=2)[N:9]=1)=[O:25])([CH3:28])([CH3:29])[CH3:30]. (4) Given the reactants Cl[C:2]1[C:7]([O:8][CH2:9][CH:10]2[CH2:12][CH2:11]2)=[CH:6][N:5]=[C:4]([CH2:13][S:14]([CH3:17])(=[O:16])=[O:15])[N:3]=1.[CH3:18][N:19]1[CH:28]=[C:27](B2OC(C)(C)C(C)(C)O2)[C:26]2[C:21](=[CH:22][CH:23]=[C:24]([C:38]3[CH:39]=[N:40][N:41]([CH3:43])[CH:42]=3)[CH:25]=2)[C:20]1=[O:44], predict the reaction product. The product is: [CH:10]1([CH2:9][O:8][C:7]2[C:2]([C:27]3[C:26]4[C:21](=[CH:22][CH:23]=[C:24]([C:38]5[CH:39]=[N:40][N:41]([CH3:43])[CH:42]=5)[CH:25]=4)[C:20](=[O:44])[N:19]([CH3:18])[CH:28]=3)=[N:3][C:4]([CH2:13][S:14]([CH3:17])(=[O:16])=[O:15])=[N:5][CH:6]=2)[CH2:12][CH2:11]1. (5) Given the reactants Cl[C:2]1[N:3]=[C:4]([N:16]2[CH2:21][CH2:20][O:19][CH2:18][CH2:17]2)[C:5]2[N:10]=[C:9]([C:11]([O:14][CH3:15])([CH3:13])[CH3:12])[S:8][C:6]=2[N:7]=1.[NH2:22][C:23]1[N:28]=[CH:27][C:26](B2OC(C)(C)C(C)(C)O2)=[CH:25][N:24]=1, predict the reaction product. The product is: [CH3:15][O:14][C:11]([C:9]1[S:8][C:6]2[N:7]=[C:2]([C:26]3[CH:25]=[N:24][C:23]([NH2:22])=[N:28][CH:27]=3)[N:3]=[C:4]([N:16]3[CH2:21][CH2:20][O:19][CH2:18][CH2:17]3)[C:5]=2[N:10]=1)([CH3:13])[CH3:12]. (6) Given the reactants [NH2:1][C@H:2]([CH2:30][C:31]1[CH:36]=[CH:35][C:34]([F:37])=[CH:33][CH:32]=1)[C:3]([N:5]1[CH2:10][CH2:9][CH:8]([N:11]2[C:16](=[O:17])[C:15]([CH3:19])([CH3:18])[CH2:14][C:13]([C:20]3[CH:25]=[CH:24][C:23]([O:26][CH3:27])=[C:22]([O:28][CH3:29])[CH:21]=3)=[N:12]2)[CH2:7][CH2:6]1)=[O:4].[CH:38]1([CH2:41][O:42][C:43]2[CH:51]=[CH:50][C:46]3[O:47][CH2:48][O:49][C:45]=3[C:44]=2[C:52]2[C:53]3[NH:60][CH:59]=[C:58]([C:61](O)=[O:62])[C:54]=3[N:55]=[CH:56][N:57]=2)[CH2:40][CH2:39]1.CCOC(C(C#N)=NOC(N1CCOCC1)=[N+](C)C)=O.F[P-](F)(F)(F)(F)F.CCN(C(C)C)C(C)C, predict the reaction product. The product is: [CH:38]1([CH2:41][O:42][C:43]2[CH:51]=[CH:50][C:46]3[O:47][CH2:48][O:49][C:45]=3[C:44]=2[C:52]2[C:53]3[NH:60][CH:59]=[C:58]([C:61]([NH:1][C@H:2]([CH2:30][C:31]4[CH:32]=[CH:33][C:34]([F:37])=[CH:35][CH:36]=4)[C:3]([N:5]4[CH2:6][CH2:7][CH:8]([N:11]5[C:16](=[O:17])[C:15]([CH3:19])([CH3:18])[CH2:14][C:13]([C:20]6[CH:25]=[CH:24][C:23]([O:26][CH3:27])=[C:22]([O:28][CH3:29])[CH:21]=6)=[N:12]5)[CH2:9][CH2:10]4)=[O:4])=[O:62])[C:54]=3[N:55]=[CH:56][N:57]=2)[CH2:39][CH2:40]1.